From a dataset of NCI-60 drug combinations with 297,098 pairs across 59 cell lines. Regression. Given two drug SMILES strings and cell line genomic features, predict the synergy score measuring deviation from expected non-interaction effect. (1) Drug 2: CNC(=O)C1=NC=CC(=C1)OC2=CC=C(C=C2)NC(=O)NC3=CC(=C(C=C3)Cl)C(F)(F)F. Cell line: MDA-MB-435. Synergy scores: CSS=11.9, Synergy_ZIP=-7.59, Synergy_Bliss=-11.6, Synergy_Loewe=-30.1, Synergy_HSA=-16.6. Drug 1: C1CCC(C1)C(CC#N)N2C=C(C=N2)C3=C4C=CNC4=NC=N3. (2) Drug 1: CC12CCC(CC1=CCC3C2CCC4(C3CC=C4C5=CN=CC=C5)C)O. Drug 2: C1=C(C(=O)NC(=O)N1)N(CCCl)CCCl. Cell line: A549. Synergy scores: CSS=20.0, Synergy_ZIP=-8.17, Synergy_Bliss=-3.13, Synergy_Loewe=-7.92, Synergy_HSA=-3.30.